From a dataset of Full USPTO retrosynthesis dataset with 1.9M reactions from patents (1976-2016). Predict the reactants needed to synthesize the given product. (1) Given the product [N:23]1([CH:21]([C:18]2[CH:19]=[CH:20][C:15]([C:12]3[CH:13]=[CH:14][C:9]([C:33]4[CH:32]=[N:31][C:30]([NH2:29])=[N:35][CH:34]=4)=[CH:10][CH:11]=3)=[CH:16][CH:17]=2)[CH3:22])[CH2:27][CH2:26][CH2:25][CH2:24]1, predict the reactants needed to synthesize it. The reactants are: CC1(C)C(C)(C)OB([C:9]2[CH:14]=[CH:13][C:12]([C:15]3[CH:20]=[CH:19][C:18]([C@H:21]([N:23]4[CH2:27][CH2:26][CH2:25][CH2:24]4)[CH3:22])=[CH:17][CH:16]=3)=[CH:11][CH:10]=2)O1.[NH2:29][C:30]1[N:35]=[CH:34][C:33](Br)=[CH:32][N:31]=1. (2) Given the product [ClH:41].[F:1][C:2]1[CH:27]=[C:26]([NH:28][C:29]([NH:31][C:32](=[O:40])[CH2:33][C:34]2[CH:35]=[CH:36][CH:37]=[CH:38][CH:39]=2)=[S:30])[CH:25]=[CH:24][C:3]=1[O:4][C:5]1[C:14]2[C:9](=[CH:10][C:11]([O:22][CH3:23])=[C:12]([C:15]([OH:17])=[O:16])[CH:13]=2)[N:8]=[CH:7][CH:6]=1, predict the reactants needed to synthesize it. The reactants are: [F:1][C:2]1[CH:27]=[C:26]([NH:28][C:29]([NH:31][C:32](=[O:40])[CH2:33][C:34]2[CH:39]=[CH:38][CH:37]=[CH:36][CH:35]=2)=[S:30])[CH:25]=[CH:24][C:3]=1[O:4][C:5]1[C:14]2[C:9](=[CH:10][C:11]([O:22][CH3:23])=[C:12]([C:15]([O:17]C(C)(C)C)=[O:16])[CH:13]=2)[N:8]=[CH:7][CH:6]=1.[ClH:41].O1CCOCC1. (3) Given the product [Cl:34][C:35]1[N:40]=[C:39]([C:41]2[S:45][C:44]([N:46]3[CH2:47][CH2:48][O:49][CH2:50][CH2:51]3)=[N:43][C:42]=2[C:52]2[C:53]([F:60])=[C:54]([NH:55][S:23]([C:26]3[C:31]([F:32])=[CH:30][CH:29]=[CH:28][C:27]=3[F:33])(=[O:25])=[O:24])[CH:56]=[CH:57][C:58]=2[F:59])[CH:38]=[CH:37][N:36]=1, predict the reactants needed to synthesize it. The reactants are: ClC1N=C(C2SC(C(C)C)=NC=2C2C=C(N[S:23]([C:26]3[C:31]([F:32])=[CH:30][CH:29]=[CH:28][C:27]=3[F:33])(=[O:25])=[O:24])C=CC=2)C=CN=1.[Cl:34][C:35]1[N:40]=[C:39]([C:41]2[S:45][C:44]([N:46]3[CH2:51][CH2:50][O:49][CH2:48][CH2:47]3)=[N:43][C:42]=2[C:52]2[C:53]([F:60])=[C:54]([CH:56]=[CH:57][C:58]=2[F:59])[NH2:55])[CH:38]=[CH:37][N:36]=1.FC1C=CC=C(F)C=1S(Cl)(=O)=O.